This data is from Catalyst prediction with 721,799 reactions and 888 catalyst types from USPTO. The task is: Predict which catalyst facilitates the given reaction. (1) Reactant: Cl[Si](C)(C)C.[I-].[Na+].C[O:9][C:10]1[C:15]([C:16]2[N:20]([C:21]3[CH:26]=[CH:25][CH:24]=[CH:23][CH:22]=3)[N:19]=[CH:18][CH:17]=2)=[N:14][N:13]([C:27]2[CH:32]=[CH:31][CH:30]=[C:29]([C:33]([F:36])([F:35])[F:34])[CH:28]=2)[C:12](=[O:37])[CH:11]=1.O. Product: [OH:37][C:12]1[N:13]([C:27]2[CH:32]=[CH:31][CH:30]=[C:29]([C:33]([F:35])([F:34])[F:36])[CH:28]=2)[N:14]=[C:15]([C:16]2[N:20]([C:21]3[CH:22]=[CH:23][CH:24]=[CH:25][CH:26]=3)[N:19]=[CH:18][CH:17]=2)[C:10](=[O:9])[CH:11]=1. The catalyst class is: 23. (2) Reactant: C([O:8][C:9]1[CH:56]=[CH:55][CH:54]=[CH:53][C:10]=1[CH2:11][S:12]([NH:15][CH2:16][CH2:17][C:18]1[N:19]([CH:40]([C:47]2[CH:52]=[CH:51][CH:50]=[CH:49][CH:48]=2)[C:41]2[CH:46]=[CH:45][CH:44]=[CH:43][CH:42]=2)[C:20]2[C:25]([C:26]=1[CH2:27][CH2:28][O:29][C:30]1[CH:38]=[CH:37][C:33]([C:34]([OH:36])=[O:35])=[CH:32][CH:31]=1)=[CH:24][C:23]([Cl:39])=[CH:22][CH:21]=2)(=[O:14])=[O:13])C1C=CC=CC=1.[CH2:57]1COCC1. Product: [CH3:57][O:36][C:34](=[O:35])[C:33]1[CH:37]=[CH:38][C:30]([O:29][CH2:28][CH2:27][C:26]2[C:25]3[C:20](=[CH:21][CH:22]=[C:23]([Cl:39])[CH:24]=3)[N:19]([CH:40]([C:47]3[CH:52]=[CH:51][CH:50]=[CH:49][CH:48]=3)[C:41]3[CH:42]=[CH:43][CH:44]=[CH:45][CH:46]=3)[C:18]=2[CH2:17][CH2:16][NH:15][S:12]([CH2:11][C:10]2[CH:53]=[CH:54][CH:55]=[CH:56][C:9]=2[OH:8])(=[O:13])=[O:14])=[CH:31][CH:32]=1. The catalyst class is: 43. (3) Reactant: [NH2:1][C:2]1[N:6]([C:7]2[CH:8]=[C:9]([CH:15]=[CH:16][C:17]=2[CH3:18])[C:10]([NH:12]OC)=[O:11])N=C[C:3]=1[C:19](=[O:27])[C:20]1[CH:25]=[CH:24][CH:23]=[C:22](I)[CH:21]=1.CCN=C=N[CH2:33][CH2:34][CH2:35]N(C)C.O[N:40]1[C:44](=[O:45])C[CH2:42][C:41]1=O.C[CH:48]([NH2:50])C.[CH3:51]N(C=O)C. Product: [NH2:1][C:2]1[N:6]([C:7]2[CH:8]=[C:9]([CH:15]=[CH:16][C:17]=2[CH3:18])[C:10]([NH:12][CH:33]2[CH2:34][CH2:35]2)=[O:11])[CH:48]=[N:50][C:3]=1[C:19](=[O:27])[C:20]1[CH:25]=[CH:24][CH:23]=[C:22]([C:44](=[O:45])[NH:40][CH:41]([CH3:42])[CH3:51])[CH:21]=1. The catalyst class is: 161. (4) Reactant: [Cl:1][C:2]1[CH:7]=[CH:6][C:5]([CH:8]2[C:10]3([C:18]4[C:13](=[CH:14][CH:15]=[CH:16][CH:17]=4)[N:12]([CH2:19]OC(=O)C4C=CC=CC=4)[C:11]3=[O:29])[CH2:9]2)=[CH:4][CH:3]=1.[OH2:30].[OH-:31].[Li+]. Product: [Cl:1][C:2]1[CH:3]=[CH:4][C:5]([C@@H:8]2[C@:10]3([C:18]4[C:13](=[CH:14][CH:15]=[CH:16][CH:17]=4)[N:12]([CH2:19][C:3]4[CH:4]=[C:5]([CH:6]=[CH:7][CH:2]=4)[C:8]([OH:31])=[O:30])[C:11]3=[O:29])[CH2:9]2)=[CH:6][CH:7]=1. The catalyst class is: 5. (5) Reactant: [C:1]([O:5][C@@H:6]([C:11]1[C:12]([CH3:30])=[N:13][C:14]2[N:15]([N:20]=[C:21]([C:23]3[CH:28]=[CH:27][CH:26]=[C:25]([Cl:29])[CH:24]=3)[CH:22]=2)[C:16]=1[CH:17]([CH3:19])[CH3:18])[C:7]([O:9]C)=[O:8])([CH3:4])([CH3:3])[CH3:2].[OH-].[Na+].Cl. Product: [C:1]([O:5][C@@H:6]([C:11]1[C:12]([CH3:30])=[N:13][C:14]2[N:15]([N:20]=[C:21]([C:23]3[CH:28]=[CH:27][CH:26]=[C:25]([Cl:29])[CH:24]=3)[CH:22]=2)[C:16]=1[CH:17]([CH3:19])[CH3:18])[C:7]([OH:9])=[O:8])([CH3:2])([CH3:3])[CH3:4]. The catalyst class is: 5. (6) Reactant: [C:1]([O:5][CH:6]([C:11]1[C:16]([C:17]([F:20])([F:19])[F:18])=[CH:15][CH:14]=[C:13](B2OC(C)(C)C(C)(C)O2)[C:12]=1[C:30]1[CH:31]=[CH:32][C:33]2[O:38][CH2:37][CH2:36][CH2:35][C:34]=2[CH:39]=1)[C:7]([O:9][CH3:10])=[O:8])([CH3:4])([CH3:3])[CH3:2].Br[C:41]1[CH:46]=[CH:45][CH:44]=[C:43]([CH2:47][CH2:48][CH3:49])[N:42]=1.C(=O)([O-])[O-].[Na+].[Na+].ClCCl. Product: [C:1]([O:5][CH:6]([C:11]1[C:16]([C:17]([F:19])([F:18])[F:20])=[CH:15][CH:14]=[C:13]([C:41]2[CH:46]=[CH:45][CH:44]=[C:43]([CH2:47][CH2:48][CH3:49])[N:42]=2)[C:12]=1[C:30]1[CH:31]=[CH:32][C:33]2[O:38][CH2:37][CH2:36][CH2:35][C:34]=2[CH:39]=1)[C:7]([O:9][CH3:10])=[O:8])([CH3:4])([CH3:2])[CH3:3]. The catalyst class is: 439. (7) Reactant: B(Br)(Br)Br.C[O:6][C:7]1[CH:12]=[CH:11][C:10]([C:13]2[C:21]3[C:20]([NH:22][C:23]4[CH:24]=[C:25]([CH:31]=[CH:32][CH:33]=4)[O:26][CH2:27][C:28]([OH:30])=[O:29])=[N:19][CH:18]=[N:17][C:16]=3[O:15][C:14]=2[C:34]2[CH:39]=[CH:38][CH:37]=[CH:36][CH:35]=2)=[CH:9][CH:8]=1.Cl. The catalyst class is: 4. Product: [OH:6][C:7]1[CH:12]=[CH:11][C:10]([C:13]2[C:21]3[C:20]([NH:22][C:23]4[CH:24]=[C:25]([CH:31]=[CH:32][CH:33]=4)[O:26][CH2:27][C:28]([OH:30])=[O:29])=[N:19][CH:18]=[N:17][C:16]=3[O:15][C:14]=2[C:34]2[CH:35]=[CH:36][CH:37]=[CH:38][CH:39]=2)=[CH:9][CH:8]=1. (8) Reactant: [CH2:1]1[C:9]2[C:4](=[CH:5][CH:6]=[CH:7][CH:8]=2)[CH2:3][CH:2]1[N:10]1[C:18]([S:19][CH2:20][CH2:21][CH2:22][OH:23])=[C:17]2[C:12]([N:13]([CH:27]([CH3:29])[CH3:28])[C:14](=[O:26])[N:15]([CH3:25])[C:16]2=[O:24])=[CH:11]1.S([O-])(O[O-])(=O)=[O:31].[K+].[K+].OOS([O-])=O.[K+]. Product: [CH2:1]1[C:9]2[C:4](=[CH:5][CH:6]=[CH:7][CH:8]=2)[CH2:3][CH:2]1[N:10]1[C:18]([S:19]([CH2:20][CH2:21][CH2:22][OH:23])=[O:31])=[C:17]2[C:12]([N:13]([CH:27]([CH3:29])[CH3:28])[C:14](=[O:26])[N:15]([CH3:25])[C:16]2=[O:24])=[CH:11]1. The catalyst class is: 24.